This data is from Peptide-MHC class I binding affinity with 185,985 pairs from IEDB/IMGT. The task is: Regression. Given a peptide amino acid sequence and an MHC pseudo amino acid sequence, predict their binding affinity value. This is MHC class I binding data. (1) The peptide sequence is MYASALVLL. The MHC is HLA-A29:02 with pseudo-sequence HLA-A29:02. The binding affinity (normalized) is 0.0736. (2) The peptide sequence is REPETTVVL. The MHC is HLA-B40:01 with pseudo-sequence HLA-B40:01. The binding affinity (normalized) is 0.564. (3) The binding affinity (normalized) is 0.130. The peptide sequence is KTKHLCRLI. The MHC is Mamu-B03 with pseudo-sequence Mamu-B03. (4) The peptide sequence is EIAQHGAWY. The MHC is HLA-A31:01 with pseudo-sequence HLA-A31:01. The binding affinity (normalized) is 0.0847.